Dataset: Reaction yield outcomes from USPTO patents with 853,638 reactions. Task: Predict the reaction yield, written as a fraction of the theoretical maximum amount of product (1.0 means a 100% yield; for example, 0.34 means a 34% yield). (1) The reactants are OC1C=C(N[C:9]2[N:14]=[C:13]([NH:15][C:16]3[CH:21]=[CH:20][CH:19]=[C:18]([OH:22])[CH:17]=3)[C:12]([F:23])=[CH:11][N:10]=2)C=CC=1.[OH:24][C:25]1[C:26]([CH3:32])=[C:27]([CH:29]=[CH:30][CH:31]=1)[NH2:28].Cl[C:34]1N=C(Cl)C(F)=CN=1. No catalyst specified. The product is [OH:24][C:25]1[C:26]([CH3:32])=[C:27]([NH:28][C:9]2[N:14]=[C:13]([NH:15][C:16]3[CH:21]=[CH:20][CH:19]=[C:18]([OH:22])[C:17]=3[CH3:34])[C:12]([F:23])=[CH:11][N:10]=2)[CH:29]=[CH:30][CH:31]=1. The yield is 0.880. (2) The reactants are [CH:1]1([NH:4][C:5]2[C:10]([CH:11]=[N:12][C:13]3[C:18]([F:19])=[C:17]([O:20][CH3:21])[CH:16]=[C:15]([O:22][CH3:23])[C:14]=3[F:24])=[CH:9][N:8]=[C:7]([S:25][CH3:26])[N:6]=2)[CH2:3][CH2:2]1.[H-].[H-].[H-].[H-].[Li+].[Al+3]. The catalyst is C1COCC1. The product is [CH:1]1([NH:4][C:5]2[C:10]([CH2:11][NH:12][C:13]3[C:18]([F:19])=[C:17]([O:20][CH3:21])[CH:16]=[C:15]([O:22][CH3:23])[C:14]=3[F:24])=[CH:9][N:8]=[C:7]([S:25][CH3:26])[N:6]=2)[CH2:3][CH2:2]1. The yield is 0.970. (3) The reactants are C([O:8][C:9]([C:11]1([CH:19]=[CH2:20])[CH2:16][O:15][C:14]([CH3:18])([CH3:17])[CH2:13][O:12]1)=[O:10])C1C=CC=CC=1.O.[OH-].[Li+]. The catalyst is O1CCCC1.O. The product is [CH3:17][C:14]1([CH3:18])[CH2:13][O:12][C:11]([CH:19]=[CH2:20])([C:9]([OH:10])=[O:8])[CH2:16][O:15]1. The yield is 0.540. (4) The reactants are [CH:1]1([CH2:6][CH:7]([C:17]2[CH:22]=[CH:21][C:20]([S:23]([CH2:26][CH2:27]O)(=[O:25])=[O:24])=[CH:19][CH:18]=2)[C:8]2[NH:16][C:11]3=[N:12][CH:13]=[CH:14][CH:15]=[C:10]3[CH:9]=2)[CH2:5][CH2:4][CH2:3][CH2:2]1.C(N(CC)CC)C.CS(Cl)(=O)=O. The catalyst is ClCCl. The product is [CH:1]1([CH2:6][CH:7]([C:8]2[NH:16][C:11]3=[N:12][CH:13]=[CH:14][CH:15]=[C:10]3[CH:9]=2)[C:17]2[CH:22]=[CH:21][C:20]([S:23]([CH:26]=[CH2:27])(=[O:25])=[O:24])=[CH:19][CH:18]=2)[CH2:5][CH2:4][CH2:3][CH2:2]1. The yield is 0.660. (5) The reactants are [O:1]1[CH:5]=[CH:4][CH:3]=[C:2]1[C:6]([OH:8])=O.O=S(Cl)Cl.[Cl:13][C:14]1[CH:19]=[CH:18][C:17]([NH2:20])=[C:16]([I:21])[CH:15]=1.CCN(CC)CC. The catalyst is C(Cl)Cl. The product is [Cl:13][C:14]1[CH:19]=[CH:18][C:17]([NH:20][C:6]([C:2]2[O:1][CH:5]=[CH:4][CH:3]=2)=[O:8])=[C:16]([I:21])[CH:15]=1. The yield is 0.710. (6) The reactants are C[O:2][C:3]1[N:4]=[N:5][C:6]([S:9]([C:12]2[O:13][C:14]3[CH:21]=[CH:20][C:19]([F:22])=[CH:18][C:15]=3[C:16]=2[CH3:17])(=[O:11])=[O:10])=[CH:7][CH:8]=1.Cl. The catalyst is O1CCOCC1. The product is [F:22][C:19]1[CH:20]=[CH:21][C:14]2[O:13][C:12]([S:9]([C:6]3[CH:7]=[CH:8][C:3](=[O:2])[NH:4][N:5]=3)(=[O:11])=[O:10])=[C:16]([CH3:17])[C:15]=2[CH:18]=1. The yield is 0.840. (7) The reactants are [CH:1]1[CH:2]=[C:3]([C:10]([C:12]2[CH:19]=[CH:18][C:15]([C:16]#[N:17])=[CH:14][CH:13]=2)=O)[N:4]2[C:9]=1[CH:8]=[CH:7][CH:6]=[CH:5]2.B.C1COCC1. The catalyst is CO. The product is [CH:1]1[CH:2]=[C:3]([CH2:10][C:12]2[CH:13]=[CH:14][C:15]([C:16]#[N:17])=[CH:18][CH:19]=2)[N:4]2[C:9]=1[CH:8]=[CH:7][CH:6]=[CH:5]2. The yield is 0.920. (8) The reactants are [H-].[Na+].[CH3:3][O:4][C:5]1[CH:13]=[CH:12][C:8]2[NH:9][CH:10]=[N:11][C:7]=2[CH:6]=1.[CH3:14]I. The catalyst is CN(C=O)C.O. The product is [CH3:3][O:4][C:5]1[CH:13]=[CH:12][C:8]2[N:9]([CH3:14])[CH:10]=[N:11][C:7]=2[CH:6]=1. The yield is 0.545. (9) The reactants are [Cl:1][C:2]1[CH:28]=[CH:27][C:5]([CH2:6][N:7]2[C:12](=[O:13])[C:11]([O:14][CH3:15])=[N:10][N:9]([C:16]3[CH:17]=[C:18]([NH:22][C:23](=[O:25])[CH3:24])[CH:19]=[CH:20][CH:21]=3)[C:8]2=[O:26])=[CH:4][CH:3]=1.[H-].[Na+].[CH3:31]I. The catalyst is C1COCC1.[Cl-].[NH4+]. The product is [Cl:1][C:2]1[CH:28]=[CH:27][C:5]([CH2:6][N:7]2[C:12](=[O:13])[C:11]([O:14][CH3:15])=[N:10][N:9]([C:16]3[CH:17]=[C:18]([N:22]([CH3:31])[C:23](=[O:25])[CH3:24])[CH:19]=[CH:20][CH:21]=3)[C:8]2=[O:26])=[CH:4][CH:3]=1. The yield is 0.750. (10) The catalyst is [OH-].[Pd+2].[OH-].CO. The reactants are [NH2:1][C:2](=[O:73])[C:3]([NH:6][C:7](=[O:72])[CH2:8]/[CH:9]=[CH:10]/[C:11]1[CH:71]=[CH:70][C:14]([CH2:15][C:16]2[C:17]([CH3:69])=[CH:18][C:19]([O:61]CC3C=CC=CC=3)=[C:20]([C@@H:22]3[O:51][C@H:50]([CH2:52][O:53]CC4C=CC=CC=4)[C@@H:41]([O:42]CC4C=CC=CC=4)[C@H:32]([O:33]CC4C=CC=CC=4)[C@H:23]3[O:24]CC3C=CC=CC=3)[CH:21]=2)=[CH:13][CH:12]=1)([CH3:5])[CH3:4]. The yield is 0.790. The product is [NH2:1][C:2](=[O:73])[C:3]([NH:6][C:7](=[O:72])[CH2:8][CH2:9][CH2:10][C:11]1[CH:71]=[CH:70][C:14]([CH2:15][C:16]2[C:17]([CH3:69])=[CH:18][C:19]([OH:61])=[C:20]([C@@H:22]3[O:51][C@H:50]([CH2:52][OH:53])[C@@H:41]([OH:42])[C@H:32]([OH:33])[C@H:23]3[OH:24])[CH:21]=2)=[CH:13][CH:12]=1)([CH3:5])[CH3:4].